From a dataset of Forward reaction prediction with 1.9M reactions from USPTO patents (1976-2016). Predict the product of the given reaction. (1) Given the reactants N(C(OCC)=O)=NC(OCC)=O.[CH3:13][N:14]([CH2:16][CH:17]1[CH2:26][CH2:25][C:24]2[C:19](=[CH:20][CH:21]=[C:22]([OH:27])[CH:23]=2)[CH2:18]1)[CH3:15].[N+:28]([C:31]1[CH:38]=[CH:37][C:34]([CH2:35]O)=[CH:33][CH:32]=1)([O-:30])=[O:29].C1(P(C2C=CC=CC=2)C2C=CC=CC=2)C=CC=CC=1, predict the reaction product. The product is: [CH3:15][N:14]([CH2:16][CH:17]1[CH2:26][CH2:25][C:24]2[C:19](=[CH:20][CH:21]=[C:22]([O:27][CH2:35][C:34]3[CH:37]=[CH:38][C:31]([N+:28]([O-:30])=[O:29])=[CH:32][CH:33]=3)[CH:23]=2)[CH2:18]1)[CH3:13]. (2) Given the reactants [CH:1]1([N:4]2[C:8]([C:9]([N:11]3[CH2:16][CH2:15][CH:14]([N:17]4[CH2:21][CH2:20][CH2:19][CH2:18]4)[CH2:13][CH2:12]3)=[O:10])=[C:7]([C:22]3[CH:23]=[N:24][C:25](SC)=[N:26][CH:27]=3)[N:6]=[C:5]2[C:30]2[CH:35]=[CH:34][C:33]([O:36][C:37]([F:40])([F:39])[F:38])=[CH:32][CH:31]=2)[CH2:3][CH2:2]1.CC([N:44](C)C)=O, predict the reaction product. The product is: [NH2:44][C:25]1[N:26]=[CH:27][C:22]([C:7]2[N:6]=[C:5]([C:30]3[CH:31]=[CH:32][C:33]([O:36][C:37]([F:40])([F:39])[F:38])=[CH:34][CH:35]=3)[N:4]([CH:1]3[CH2:2][CH2:3]3)[C:8]=2[C:9]([N:11]2[CH2:16][CH2:15][CH:14]([N:17]3[CH2:21][CH2:20][CH2:19][CH2:18]3)[CH2:13][CH2:12]2)=[O:10])=[CH:23][N:24]=1. (3) Given the reactants COC(=O)CC[S:6]([C:9]1[CH:14]=[CH:13][C:12]([CH2:15][NH:16][C:17]([C:19]2[C:20]3[CH:27]=[N:26][N:25]([C:28]4[CH:33]=[CH:32][C:31]([F:34])=[CH:30][CH:29]=4)[C:21]=3[CH:22]=[N:23][CH:24]=2)=[O:18])=[CH:11][N:10]=1)(=[O:8])=[O:7].[O-]CC.[Na+].ClN1C(=O)CCC1=O.[CH3:48][O:49][CH2:50][CH2:51][NH2:52], predict the reaction product. The product is: [CH3:48][O:49][CH2:50][CH2:51][NH:52][S:6]([C:9]1[N:10]=[CH:11][C:12]([CH2:15][NH:16][C:17]([C:19]2[C:20]3[CH:27]=[N:26][N:25]([C:28]4[CH:29]=[CH:30][C:31]([F:34])=[CH:32][CH:33]=4)[C:21]=3[CH:22]=[N:23][CH:24]=2)=[O:18])=[CH:13][CH:14]=1)(=[O:7])=[O:8]. (4) Given the reactants C([O:4][C@@H:5]1[C@@H:9]([CH2:10][O:11]C(=O)C)[O:8][C@@H:7]([N:15]2[CH:23]=[CH:22][C:19]([NH:20][OH:21])=[N:18][C:16]2=[O:17])[C@@H:6]1[F:24])(=O)C, predict the reaction product. The product is: [F:24][C@@H:6]1[C@H:5]([OH:4])[C@@H:9]([CH2:10][OH:11])[O:8][C@H:7]1[N:15]1[CH:23]=[CH:22][C:19]([NH:20][OH:21])=[N:18][C:16]1=[O:17]. (5) Given the reactants [F:1][C:2]1[CH:7]=[CH:6][C:5]([CH2:8][C:9]([OH:11])=O)=[CH:4][CH:3]=1.C(Cl)(=O)C(Cl)=O.[Br:18][C:19]1[CH:24]=[CH:23][C:22]([O:25]C)=[CH:21][CH:20]=1.[Al+3].[Cl-].[Cl-].[Cl-], predict the reaction product. The product is: [Br:18][C:19]1[CH:20]=[CH:21][C:22]([OH:25])=[C:23]([C:9](=[O:11])[CH2:8][C:5]2[CH:4]=[CH:3][C:2]([F:1])=[CH:7][CH:6]=2)[CH:24]=1. (6) Given the reactants [NH2:1][C:2]1[CH:7]=[CH:6][C:5]([CH3:8])=[CH:4][N:3]=1.[Al](Cl)(C)C.[CH3:13][N:14]([CH3:37])[C:15]([N:17]1[CH2:20][CH:19]([O:21][C:22]2[C:27]3[CH:28]=[C:29]([CH3:31])[O:30][C:26]=3[CH:25]=[C:24]([C:32](OCC)=[O:33])[CH:23]=2)[CH2:18]1)=[O:16], predict the reaction product. The product is: [CH3:37][N:14]([CH3:13])[C:15]([N:17]1[CH2:20][CH:19]([O:21][C:22]2[C:27]3[CH:28]=[C:29]([CH3:31])[O:30][C:26]=3[CH:25]=[C:24]([C:32]([NH:1][C:2]3[CH:7]=[CH:6][C:5]([CH3:8])=[CH:4][N:3]=3)=[O:33])[CH:23]=2)[CH2:18]1)=[O:16].